This data is from Full USPTO retrosynthesis dataset with 1.9M reactions from patents (1976-2016). The task is: Predict the reactants needed to synthesize the given product. (1) Given the product [C:1]([O:5][C:6](=[O:23])[NH:7][CH:8]([C:15]1[CH:20]=[CH:19][C:18]([Cl:21])=[C:17]([Cl:22])[CH:16]=1)[C:9]([C:25]1[CH:36]=[CH:35][C:28]([O:29][CH2:30][CH:31]2[CH2:34][CH2:33][O:32]2)=[CH:27][C:26]=1[F:37])=[O:14])([CH3:2])([CH3:3])[CH3:4], predict the reactants needed to synthesize it. The reactants are: [C:1]([O:5][C:6](=[O:23])[NH:7][CH:8]([C:15]1[CH:20]=[CH:19][C:18]([Cl:21])=[C:17]([Cl:22])[CH:16]=1)[C:9](=[O:14])N(OC)C)([CH3:4])([CH3:3])[CH3:2].Br[C:25]1[CH:36]=[CH:35][C:28]([O:29][CH2:30][CH:31]2[CH2:34][CH2:33][O:32]2)=[CH:27][C:26]=1[F:37]. (2) The reactants are: [Cr](O)(O)(=O)=O.[C:6]([O:9][C@H:10]1[CH2:27][CH2:26][C@@:25]2([CH:28]=[O:29])[C:12](=[CH:13][CH2:14][C@@H:15]3[C@@H:24]2[CH2:23][CH2:22][C@@:20]2([CH3:21])[C@H:16]3[CH2:17][CH2:18][C@@H:19]2[O:30][C:31](=[O:33])[CH3:32])[CH2:11]1)(=[O:8])[CH3:7].C[C:35](C)=[O:36]. Given the product [C:6]([O:9][C@H:10]1[CH2:27][CH2:26][C@@:25]2([C:28]([O:36][CH3:35])=[O:29])[C:12](=[CH:13][CH2:14][C@@H:15]3[C@@H:24]2[CH2:23][CH2:22][C@@:20]2([CH3:21])[C@H:16]3[CH2:17][CH2:18][C@@H:19]2[O:30][C:31](=[O:33])[CH3:32])[CH2:11]1)(=[O:8])[CH3:7], predict the reactants needed to synthesize it.